Dataset: Reaction yield outcomes from USPTO patents with 853,638 reactions. Task: Predict the reaction yield, written as a fraction of the theoretical maximum amount of product (1.0 means a 100% yield; for example, 0.34 means a 34% yield). The reactants are [CH3:1][C:2]1[O:3][CH:4]=[CH:5][C:6]=1[CH3:7].C([Li])CCC.[C:13]([C:15]1[CH:20]=[CH:19][CH:18]=[CH:17][N:16]=1)#N.Cl.C([O:24]CC)C. The catalyst is CCCCCC. The product is [CH3:7][C:6]1[CH:5]=[C:4]([C:13]([C:15]2[CH:20]=[CH:19][CH:18]=[CH:17][N:16]=2)=[O:24])[O:3][C:2]=1[CH3:1]. The yield is 0.170.